This data is from NCI-60 drug combinations with 297,098 pairs across 59 cell lines. The task is: Regression. Given two drug SMILES strings and cell line genomic features, predict the synergy score measuring deviation from expected non-interaction effect. (1) Drug 1: CC1=C2C(C(=O)C3(C(CC4C(C3C(C(C2(C)C)(CC1OC(=O)C(C(C5=CC=CC=C5)NC(=O)OC(C)(C)C)O)O)OC(=O)C6=CC=CC=C6)(CO4)OC(=O)C)OC)C)OC. Drug 2: C1C(C(OC1N2C=NC3=C2NC=NCC3O)CO)O. Cell line: TK-10. Synergy scores: CSS=26.4, Synergy_ZIP=-5.28, Synergy_Bliss=-10.9, Synergy_Loewe=-28.0, Synergy_HSA=-9.72. (2) Drug 1: CC12CCC(CC1=CCC3C2CCC4(C3CC=C4C5=CN=CC=C5)C)O. Drug 2: CC(C1=C(C=CC(=C1Cl)F)Cl)OC2=C(N=CC(=C2)C3=CN(N=C3)C4CCNCC4)N. Cell line: SK-MEL-2. Synergy scores: CSS=8.42, Synergy_ZIP=1.37, Synergy_Bliss=5.40, Synergy_Loewe=0.0177, Synergy_HSA=1.49. (3) Drug 1: C1=CN(C(=O)N=C1N)C2C(C(C(O2)CO)O)O.Cl. Drug 2: C(=O)(N)NO. Cell line: NCI-H460. Synergy scores: CSS=57.6, Synergy_ZIP=1.69, Synergy_Bliss=1.15, Synergy_Loewe=-43.6, Synergy_HSA=0.800. (4) Cell line: SN12C. Drug 2: C1C(C(OC1N2C=NC(=NC2=O)N)CO)O. Drug 1: C1CC(=O)NC(=O)C1N2CC3=C(C2=O)C=CC=C3N. Synergy scores: CSS=5.83, Synergy_ZIP=-3.03, Synergy_Bliss=0.209, Synergy_Loewe=0.935, Synergy_HSA=0.937. (5) Drug 1: C1=CC(=CC=C1CCCC(=O)O)N(CCCl)CCCl. Drug 2: CC1CCCC2(C(O2)CC(NC(=O)CC(C(C(=O)C(C1O)C)(C)C)O)C(=CC3=CSC(=N3)C)C)C. Cell line: SF-539. Synergy scores: CSS=4.53, Synergy_ZIP=-0.882, Synergy_Bliss=-8.32, Synergy_Loewe=-7.44, Synergy_HSA=-7.27. (6) Drug 1: CC1=C2C(C(=O)C3(C(CC4C(C3C(C(C2(C)C)(CC1OC(=O)C(C(C5=CC=CC=C5)NC(=O)OC(C)(C)C)O)O)OC(=O)C6=CC=CC=C6)(CO4)OC(=O)C)OC)C)OC. Drug 2: CC(C)CN1C=NC2=C1C3=CC=CC=C3N=C2N. Cell line: SK-MEL-2. Synergy scores: CSS=28.4, Synergy_ZIP=-3.50, Synergy_Bliss=-9.08, Synergy_Loewe=-40.3, Synergy_HSA=-9.53. (7) Drug 1: C1CC(=O)NC(=O)C1N2CC3=C(C2=O)C=CC=C3N. Drug 2: C1CNP(=O)(OC1)N(CCCl)CCCl. Cell line: ACHN. Synergy scores: CSS=1.77, Synergy_ZIP=1.79, Synergy_Bliss=3.32, Synergy_Loewe=-30.6, Synergy_HSA=0.780. (8) Drug 1: CC1C(C(=O)NC(C(=O)N2CCCC2C(=O)N(CC(=O)N(C(C(=O)O1)C(C)C)C)C)C(C)C)NC(=O)C3=C4C(=C(C=C3)C)OC5=C(C(=O)C(=C(C5=N4)C(=O)NC6C(OC(=O)C(N(C(=O)CN(C(=O)C7CCCN7C(=O)C(NC6=O)C(C)C)C)C)C(C)C)C)N)C. Drug 2: CC12CCC3C(C1CCC2O)C(CC4=C3C=CC(=C4)O)CCCCCCCCCS(=O)CCCC(C(F)(F)F)(F)F. Cell line: U251. Synergy scores: CSS=23.4, Synergy_ZIP=39.4, Synergy_Bliss=34.3, Synergy_Loewe=28.2, Synergy_HSA=28.5. (9) Drug 1: C1=CC=C(C(=C1)C(C2=CC=C(C=C2)Cl)C(Cl)Cl)Cl. Drug 2: C1=NC2=C(N1)C(=S)N=CN2. Cell line: T-47D. Synergy scores: CSS=10.6, Synergy_ZIP=-4.46, Synergy_Bliss=0.439, Synergy_Loewe=-9.37, Synergy_HSA=0.509. (10) Drug 1: CC1C(C(CC(O1)OC2CC(OC(C2O)C)OC3=CC4=CC5=C(C(=O)C(C(C5)C(C(=O)C(C(C)O)O)OC)OC6CC(C(C(O6)C)O)OC7CC(C(C(O7)C)O)OC8CC(C(C(O8)C)O)(C)O)C(=C4C(=C3C)O)O)O)O. Cell line: SN12C. Drug 2: C1CCC(C(C1)N)N.C(=O)(C(=O)[O-])[O-].[Pt+4]. Synergy scores: CSS=60.5, Synergy_ZIP=3.32, Synergy_Bliss=6.79, Synergy_Loewe=7.35, Synergy_HSA=7.92.